The task is: Predict the reactants needed to synthesize the given product.. This data is from Full USPTO retrosynthesis dataset with 1.9M reactions from patents (1976-2016). (1) Given the product [OH:36][C:24]([C:26]1[CH:27]=[CH:28][C:29]([C:30]([O:32][CH3:33])=[O:31])=[CH:34][CH:35]=1)([C:22]1[S:23][C:19]([C:4]2[CH:5]=[C:6]([NH:8][C:9]3[N:14]=[C:13]([C:15]([F:18])([F:17])[F:16])[CH:12]=[CH:11][N:10]=3)[CH:7]=[C:2]([CH3:1])[CH:3]=2)=[CH:20][N:21]=1)[CH2:25][OH:40], predict the reactants needed to synthesize it. The reactants are: [CH3:1][C:2]1[CH:3]=[C:4]([C:19]2[S:23][C:22]([C:24]([C:26]3[CH:35]=[CH:34][C:29]([C:30]([O:32][CH3:33])=[O:31])=[CH:28][CH:27]=3)=[CH2:25])=[N:21][CH:20]=2)[CH:5]=[C:6]([NH:8][C:9]2[N:14]=[C:13]([C:15]([F:18])([F:17])[F:16])[CH:12]=[CH:11][N:10]=2)[CH:7]=1.[OH2:36].Cl.CC(C)=[O:40]. (2) Given the product [CH3:1][C:2]1[C:7]([NH2:8])=[CH:6][N:5]=[C:4]([C:11]2[CH:12]=[N:13][CH:14]=[CH:15][CH:16]=2)[CH:3]=1, predict the reactants needed to synthesize it. The reactants are: [CH3:1][C:2]1[C:7]([N+:8]([O-])=O)=[CH:6][N:5]=[C:4]([C:11]2[CH:12]=[N:13][CH:14]=[CH:15][CH:16]=2)[CH:3]=1.[H][H]. (3) Given the product [NH2:1][C:2]1[CH:7]=[CH:6][N:5]([CH2:21][C@@H:22]2[CH2:26][O:25][C:24]([CH3:28])([CH3:27])[O:23]2)[C:4](=[O:8])[CH:3]=1, predict the reactants needed to synthesize it. The reactants are: [NH2:1][C:2]1[CH:7]=[CH:6][NH:5][C:4](=[O:8])[CH:3]=1.[H-].[Na+].C1(C)C=CC(S(O[CH2:21][C@@H:22]2[CH2:26][O:25][C:24]([CH3:28])([CH3:27])[O:23]2)(=O)=O)=CC=1.[I-].[Na+].[Cl-].[NH4+]. (4) Given the product [N+:14]([C:17]1[CH:18]=[C:19]([C:23]2[O:27][C:26]([CH:28]=[N:3][NH:2][C:4]3[C:5]([NH2:13])=[N:6][C:7]4[C:8](=[N:10][O:11][N:12]=4)[N:9]=3)=[CH:25][CH:24]=2)[CH:20]=[CH:21][CH:22]=1)([O-:16])=[O:15], predict the reactants needed to synthesize it. The reactants are: Cl.[NH:2]([C:4]1[C:5]([NH2:13])=[N:6][C:7]2[C:8](=[N:10][O:11][N:12]=2)[N:9]=1)[NH2:3].[N+:14]([C:17]1[CH:18]=[C:19]([C:23]2[O:27][C:26]([CH:28]=O)=[CH:25][CH:24]=2)[CH:20]=[CH:21][CH:22]=1)([O-:16])=[O:15]. (5) Given the product [C:1]([O:5][C:6]([N:8]([CH2:35][C@@H:36]([C:38]1[CH:43]=[CH:42][CH:41]=[C:40]([Cl:44])[CH:39]=1)[OH:37])[C@H:9]([CH3:34])[CH2:10][C:11]1[CH:12]=[CH:13][C:14]([S:17]([C:20]2[CH:25]=[CH:24][C:23]([CH3:26])=[CH:22][C:21]=2[CH2:27][CH2:28][C:29]([OH:31])=[O:30])(=[O:18])=[O:19])=[CH:15][CH:16]=1)=[O:7])([CH3:2])([CH3:3])[CH3:4], predict the reactants needed to synthesize it. The reactants are: [C:1]([O:5][C:6]([N:8]([CH2:35][C@@H:36]([C:38]1[CH:43]=[CH:42][CH:41]=[C:40]([Cl:44])[CH:39]=1)[OH:37])[C@H:9]([CH3:34])[CH2:10][C:11]1[CH:16]=[CH:15][C:14]([S:17]([C:20]2[CH:25]=[CH:24][C:23]([CH3:26])=[CH:22][C:21]=2[CH2:27][CH2:28][C:29]([O:31]CC)=[O:30])(=[O:19])=[O:18])=[CH:13][CH:12]=1)=[O:7])([CH3:4])([CH3:3])[CH3:2].[OH-].[Na+].Cl. (6) Given the product [CH3:39][C:25]1[N:24]=[N:23][N:22]([C:19]2[CH:20]=[CH:21][C:16]([C:13]3[CH:12]=[CH:11][C:10]([C@@H:6]([CH2:7][CH:8]=[CH2:9])[C:4]([OH:5])=[O:3])=[CH:15][CH:14]=3)=[CH:17][CH:18]=2)[C:26]=1[NH:27][C:28]([O:30][CH:31]([C:33]1[CH:34]=[CH:35][CH:36]=[CH:37][CH:38]=1)[CH3:32])=[O:29], predict the reactants needed to synthesize it. The reactants are: C([O:3][C:4]([C:6]1([C:10]2[CH:15]=[CH:14][C:13]([C:16]3[CH:21]=[CH:20][C:19]([N:22]4[C:26]([NH:27][C:28]([O:30][C@@H:31]([C:33]5[CH:38]=[CH:37][CH:36]=[CH:35][CH:34]=5)[CH3:32])=[O:29])=[C:25]([CH3:39])[N:24]=[N:23]4)=[CH:18][CH:17]=3)=[CH:12][CH:11]=2)[CH2:9][CH2:8][CH2:7]1)=[O:5])C.C(OC(=O)[C@@H](C1C=CC(C2C=CC(N3C(NC(OC(C4C=CC=CC=4)C)=O)=C(C)N=N3)=CC=2)=CC=1)CC=C)C.[OH-].[Na+]. (7) Given the product [CH3:1][C:2]1[C:3]([CH2:14][S@:15]([C:16]2[NH:20][C:19]3[CH:21]=[CH:22][CH:23]=[CH:24][C:18]=3[N:17]=2)=[O:27])=[N:4][CH:5]=[CH:6][C:7]=1[O:8][CH2:9][C:10]([F:12])([F:11])[F:13], predict the reactants needed to synthesize it. The reactants are: [CH3:1][C:2]1[C:3]([CH2:14][S:15][C:16]2[NH:17][C:18]3[CH:24]=[CH:23][CH:22]=[CH:21][C:19]=3[N:20]=2)=[N:4][CH:5]=[CH:6][C:7]=1[O:8][CH2:9][C:10]([F:13])([F:12])[F:11].O.C(C(C(C(OCC)=O)O)O)(OCC)=[O:27].C(N(C(C)C)CC)(C)C.[O-]O.C1(C(C)C)C=CC=CC=1. (8) Given the product [CH2:1]([C:5]1[CH:6]=[CH:7][C:8]([C:11]#[C:12][C:13]2[CH:14]=[CH:15][C:16]([CH2:17][N:18]([CH2:19][C:20]3[CH:21]=[CH:22][C:23]([O:24][CH2:25][C:26]([O:28][CH3:29])=[O:27])=[CH:30][CH:31]=3)[C:39]([C:38]3[CH:37]=[N:36][C:35]([OH:34])=[CH:43][CH:42]=3)=[O:40])=[CH:32][CH:33]=2)=[CH:9][CH:10]=1)[CH2:2][CH2:3][CH3:4], predict the reactants needed to synthesize it. The reactants are: [CH2:1]([C:5]1[CH:10]=[CH:9][C:8]([C:11]#[C:12][C:13]2[CH:33]=[CH:32][C:16]([CH2:17][NH:18][CH2:19][C:20]3[CH:31]=[CH:30][C:23]([O:24][CH2:25][C:26]([O:28][CH3:29])=[O:27])=[CH:22][CH:21]=3)=[CH:15][CH:14]=2)=[CH:7][CH:6]=1)[CH2:2][CH2:3][CH3:4].[OH:34][C:35]1[CH:43]=[CH:42][C:38]([C:39](O)=[O:40])=[CH:37][N:36]=1. (9) The reactants are: [F:1][C:2]1[CH:3]=[C:4]([CH2:9][C:10]([NH:12][C@H:13]([C:15]([OH:17])=O)[CH3:14])=[O:11])[CH:5]=[C:6]([F:8])[CH:7]=1.Cl.[CH3:19][O:20][C:21](=[O:27])[C@H:22]([CH:24]([CH3:26])[CH3:25])[NH2:23]. Given the product [CH3:19][O:20][C:21](=[O:27])[C@H:22]([CH:24]([CH3:26])[CH3:25])[NH:23][C:15](=[O:17])[C@H:13]([CH3:14])[NH:12][C:10](=[O:11])[CH2:9][C:4]1[CH:5]=[C:6]([F:8])[CH:7]=[C:2]([F:1])[CH:3]=1, predict the reactants needed to synthesize it.